This data is from Full USPTO retrosynthesis dataset with 1.9M reactions from patents (1976-2016). The task is: Predict the reactants needed to synthesize the given product. (1) Given the product [CH:23]([O:1][C:2]1[C:7]2[O:8][C:9]3[CH:14]=[CH:13][CH:12]=[CH:11][C:10]=3[C:6]=2[C:5]([CH:15]=[O:16])=[CH:4][CH:3]=1)([CH3:25])[CH3:24], predict the reactants needed to synthesize it. The reactants are: [OH:1][C:2]1[C:7]2[O:8][C:9]3[CH:14]=[CH:13][CH:12]=[CH:11][C:10]=3[C:6]=2[C:5]([CH:15]=[O:16])=[CH:4][CH:3]=1.C(=O)([O-])[O-].[K+].[K+].[CH:23](Br)([CH3:25])[CH3:24]. (2) Given the product [CH2:28]([O:30][C:31](=[O:38])[C:32]([OH:37])([CH3:36])[C:33]([NH:1][C@@H:2]1[C:8](=[O:9])[N:7]([CH2:10][CH2:11][O:12][CH2:13][C:14]2[CH:19]=[CH:18][CH:17]=[CH:16][CH:15]=2)[C:6]2[CH:20]=[CH:21][CH:22]=[CH:23][C:5]=2[C:4]2[CH:24]=[CH:25][CH:26]=[CH:27][C:3]1=2)=[O:34])[CH3:29], predict the reactants needed to synthesize it. The reactants are: [NH2:1][C@@H:2]1[C:8](=[O:9])[N:7]([CH2:10][CH2:11][O:12][CH2:13][C:14]2[CH:19]=[CH:18][CH:17]=[CH:16][CH:15]=2)[C:6]2[CH:20]=[CH:21][CH:22]=[CH:23][C:5]=2[C:4]2[CH:24]=[CH:25][CH:26]=[CH:27][C:3]1=2.[CH2:28]([O:30][C:31](=[O:38])[C:32]([OH:37])([CH3:36])[C:33](O)=[O:34])[CH3:29].